Dataset: Catalyst prediction with 721,799 reactions and 888 catalyst types from USPTO. Task: Predict which catalyst facilitates the given reaction. (1) Reactant: [CH3:1]N(C)C=O.[NH2:6][C:7]1[CH:15]=[C:14]([O:16][C:17]2[CH:22]=[CH:21][CH:20]=[CH:19][CH:18]=2)[CH:13]=[CH:12][C:8]=1[C:9]([OH:11])=[O:10].C(=O)([O-])[O-].[K+].[K+].S(OC)(OC)(=O)=O. Product: [NH2:6][C:7]1[CH:15]=[C:14]([O:16][C:17]2[CH:18]=[CH:19][CH:20]=[CH:21][CH:22]=2)[CH:13]=[CH:12][C:8]=1[C:9]([O:11][CH3:1])=[O:10]. The catalyst class is: 13. (2) The catalyst class is: 12. Product: [CH3:15][O:14][C:7]1[CH:8]=[C:9]2[C:4](=[CH:5][CH:6]=1)[N:3]=[C:2]([NH:17][CH3:16])[C:11]([CH:12]=[O:13])=[CH:10]2. Reactant: Cl[C:2]1[C:11]([CH:12]=[O:13])=[CH:10][C:9]2[C:4](=[CH:5][CH:6]=[C:7]([O:14][CH3:15])[CH:8]=2)[N:3]=1.[CH3:16][NH2:17]. (3) Reactant: [CH2:1]([N:8]1[C:13]2[N:14]([CH3:27])[C:15](=[O:26])[N:16]([CH2:19][CH2:20][CH2:21][CH2:22][C@@H:23]([OH:25])[CH3:24])[C:17](=[O:18])[C:12]=2[C:11](=[O:28])[CH:10]=[C:9]1[CH3:29])[C:2]1[CH:7]=[CH:6][CH:5]=[CH:4][CH:3]=1.[CH3:30][S:31](O[S:31]([CH3:30])(=[O:33])=[O:32])(=[O:33])=[O:32]. Product: [CH2:1]([N:8]1[C:13]2[N:14]([CH3:27])[C:15](=[O:26])[N:16]([CH2:19][CH2:20][CH2:21][CH2:22][C@@H:23]([O:25][S:31]([CH3:30])(=[O:33])=[O:32])[CH3:24])[C:17](=[O:18])[C:12]=2[C:11](=[O:28])[CH:10]=[C:9]1[CH3:29])[C:2]1[CH:7]=[CH:6][CH:5]=[CH:4][CH:3]=1. The catalyst class is: 119. (4) Reactant: [Cl:1][C:2]1[CH:3]=[C:4]([CH:39]=[CH:40][CH:41]=1)[CH2:5][NH:6][C:7]1[N:12]=[C:11]([C:13]2[C:21]3[C:16](=[N:17][C:18]([NH:22][CH2:23][CH2:24][N:25]4[CH2:30][CH2:29][O:28][CH2:27][CH2:26]4)=[N:19][CH:20]=3)[N:15](COCC[Si](C)(C)C)[N:14]=2)[CH:10]=[CH:9][CH:8]=1.C(O)(C(F)(F)F)=O.C([O-])(O)=O.[Na+]. Product: [Cl:1][C:2]1[CH:3]=[C:4]([CH:39]=[CH:40][CH:41]=1)[CH2:5][NH:6][C:7]1[N:12]=[C:11]([C:13]2[C:21]3[C:16](=[N:17][C:18]([NH:22][CH2:23][CH2:24][N:25]4[CH2:26][CH2:27][O:28][CH2:29][CH2:30]4)=[N:19][CH:20]=3)[NH:15][N:14]=2)[CH:10]=[CH:9][CH:8]=1. The catalyst class is: 4. (5) Reactant: [I:1][C:2]1[CH:10]=[C:9]2[C:5]([CH:6]=[N:7][NH:8]2)=[CH:4][CH:3]=1.CC(C)([O-])C.[Na+].[C:17]1([CH3:29])[CH:22]=[C:21]([CH3:23])[CH:20]=[C:19]([CH3:24])[C:18]=1[S:25](Cl)(=[O:27])=[O:26]. Product: [I:1][C:2]1[CH:10]=[C:9]2[C:5]([CH:6]=[N:7][N:8]2[S:25]([C:18]2[C:19]([CH3:24])=[CH:20][C:21]([CH3:23])=[CH:22][C:17]=2[CH3:29])(=[O:27])=[O:26])=[CH:4][CH:3]=1. The catalyst class is: 1. (6) Reactant: [C:1]([C:3]1[CH:8]=[CH:7][C:6]([C:9]2[N:14]=[C:13]([NH:15][CH3:16])[N:12]=[C:11]([N:17]3[CH2:22][CH2:21][CH2:20][C@@H:19]([NH:23][C:24](=[O:31])[C:25]4[CH:30]=[CH:29][CH:28]=[CH:27][CH:26]=4)[CH2:18]3)[CH:10]=2)=[CH:5][C:4]=1F)#[N:2].O.[NH2:34][NH2:35]. Product: [NH2:2][C:1]1[C:3]2[C:4](=[CH:5][C:6]([C:9]3[N:14]=[C:13]([NH:15][CH3:16])[N:12]=[C:11]([N:17]4[CH2:22][CH2:21][CH2:20][C@@H:19]([NH:23][C:24](=[O:31])[C:25]5[CH:30]=[CH:29][CH:28]=[CH:27][CH:26]=5)[CH2:18]4)[CH:10]=3)=[CH:7][CH:8]=2)[NH:35][N:34]=1. The catalyst class is: 8. (7) Reactant: [N:1]1[CH:6]=[CH:5][C:4]([C:7]2[C:8]([C:17]3[CH:22]=[CH:21][C:20]([OH:23])=[CH:19][CH:18]=3)=[N:9][N:10]([CH2:12][C:13]([F:16])([F:15])[F:14])[CH:11]=2)=[CH:3][CH:2]=1.[N:24]1[C:33]2[C:28](=[CH:29][CH:30]=[CH:31][CH:32]=2)[N:27]=[CH:26][C:25]=1[CH2:34]O.C1(P(C2C=CC=CC=2)C2C=CC=CC=2)C=CC=CC=1.[OH-].[Na+]. Product: [N:1]1[CH:6]=[CH:5][C:4]([C:7]2[C:8]([C:17]3[CH:18]=[CH:19][C:20]([O:23][CH2:34][C:25]4[CH:26]=[N:27][C:28]5[C:33](=[CH:32][CH:31]=[CH:30][CH:29]=5)[N:24]=4)=[CH:21][CH:22]=3)=[N:9][N:10]([CH2:12][C:13]([F:15])([F:16])[F:14])[CH:11]=2)=[CH:3][CH:2]=1. The catalyst class is: 12.